This data is from Forward reaction prediction with 1.9M reactions from USPTO patents (1976-2016). The task is: Predict the product of the given reaction. (1) Given the reactants [C:1]([C:5]1[CH:26]=[CH:25][C:8]([CH2:9][NH:10][C:11]([C:13]2[C:14]([CH3:24])=[N:15][C:16]3[C:21]([CH:22]=2)=[CH:20][C:19](I)=[CH:18][N:17]=3)=[O:12])=[CH:7][CH:6]=1)([CH3:4])([CH3:3])[CH3:2].[C:27]([O-:30])([O-])=O.[Cs+].[Cs+].CC1C=N[C:37]2[C:46](C=1C)=[CH:45][CH:44]=[C:43]1[C:38]=2N=CC(C)=C1C, predict the reaction product. The product is: [CH2:27]([O:30][C:19]1[CH:20]=[C:21]2[C:16](=[N:17][CH:18]=1)[N:15]=[C:14]([CH3:24])[C:13]([C:11]([NH:10][CH2:9][C:8]1[CH:25]=[CH:26][C:5]([C:1]([CH3:4])([CH3:3])[CH3:2])=[CH:6][CH:7]=1)=[O:12])=[CH:22]2)[C:37]1[CH:46]=[CH:45][CH:44]=[CH:43][CH:38]=1. (2) Given the reactants [F:1][C:2]1[CH:7]=[CH:6][C:5]([C:8]2[CH:13]=[C:12]([CH3:14])[N:11]=[CH:10][C:9]=2[NH:15][CH2:16][C:17]([F:20])([F:19])[F:18])=[C:4]([O:21][CH3:22])[CH:3]=1.FC1C=CC=C(OC)C=1C1C=CN=CC=1N(CC(F)(F)F)[C:39](=[O:54])[C:40]1[CH:45]=[C:44]([C:46]([F:49])([F:48])[F:47])[CH:43]=[C:42]([S:50]([CH3:53])(=[O:52])=[O:51])[CH:41]=1, predict the reaction product. The product is: [F:1][C:2]1[CH:7]=[CH:6][C:5]([C:8]2[CH:13]=[C:12]([CH3:14])[N:11]=[CH:10][C:9]=2[N:15]([CH2:16][C:17]([F:19])([F:18])[F:20])[C:39](=[O:54])[C:40]2[CH:45]=[C:44]([C:46]([F:49])([F:47])[F:48])[CH:43]=[C:42]([S:50]([CH3:53])(=[O:52])=[O:51])[CH:41]=2)=[C:4]([O:21][CH3:22])[CH:3]=1. (3) Given the reactants [H-].[Al+3].[Li+].[H-].[H-].[H-].[Cl:7][C:8]1[CH:9]=[C:10]([C:15]2([C:20]#[N:21])[CH2:17][CH:16]2[CH2:18][OH:19])[CH:11]=[CH:12][C:13]=1[Cl:14].O.O.O.O.O.O.O.O.O.O.S([O-])([O-])(=O)=O.[Na+].[Na+], predict the reaction product. The product is: [NH2:21][CH2:20][C@@:15]1([C:10]2[CH:11]=[CH:12][C:13]([Cl:14])=[C:8]([Cl:7])[CH:9]=2)[CH2:17][C@H:16]1[CH2:18][OH:19]. (4) Given the reactants [Li]CCCC.Br[C:7]1[CH:12]=[C:11]([Cl:13])[CH:10]=[C:9]([Br:14])[CH:8]=1.[C:15]([C:17]1[CH:18]=[N:19][CH:20]=[CH:21][CH:22]=1)#N.Cl.CC[O:26]CC, predict the reaction product. The product is: [Br:14][C:9]1[CH:8]=[C:7]([C:15]([C:17]2[CH:18]=[N:19][CH:20]=[CH:21][CH:22]=2)=[O:26])[CH:12]=[C:11]([Cl:13])[CH:10]=1. (5) Given the reactants [C:1]([C:4]1[C:22](=[O:23])[C@@:8]2([CH3:24])[C:9]3[C:15]([OH:16])=[CH:14][C:13]([O:17][CH3:18])=[C:12]([C:19]([NH2:21])=[O:20])[C:10]=3[O:11][C:7]2=[CH:6][C:5]=1[OH:25])(=[O:3])[CH3:2].C[C:27]1[CH:28]=[C:29]([CH:32]=[CH:33][CH:34]=1)[CH:30]=O.[CH2:35]([SiH](CC)CC)C.FC(F)(F)C(O)=O, predict the reaction product. The product is: [C:1]([C:4]1[C:22](=[O:23])[C@@:8]2([CH3:24])[C:9]3[C:15]([OH:16])=[CH:14][C:13]([O:17][CH3:18])=[C:12]([C:19]([NH:21][CH2:35][C:28]4[CH:27]=[CH:34][CH:33]=[CH:32][C:29]=4[CH3:30])=[O:20])[C:10]=3[O:11][C:7]2=[CH:6][C:5]=1[OH:25])(=[O:3])[CH3:2]. (6) The product is: [C:1]([C:3]1[C:4]([N:17]2[CH2:18][CH:19]([C:21](=[O:22])[NH:35][S:32]([CH2:31][C:28]3[CH:29]=[CH:30][C:25]([F:24])=[CH:26][CH:27]=3)(=[O:34])=[O:33])[CH2:20]2)=[N:5][C:6]([O:14][CH2:15][CH3:16])=[C:7]([CH:8]=1)[C:9]([O:11][CH2:12][CH3:13])=[O:10])#[N:2]. Given the reactants [C:1]([C:3]1[C:4]([N:17]2[CH2:20][CH:19]([C:21](O)=[O:22])[CH2:18]2)=[N:5][C:6]([O:14][CH2:15][CH3:16])=[C:7]([C:9]([O:11][CH2:12][CH3:13])=[O:10])[CH:8]=1)#[N:2].[F:24][C:25]1[CH:30]=[CH:29][C:28]([CH2:31][S:32]([NH2:35])(=[O:34])=[O:33])=[CH:27][CH:26]=1, predict the reaction product. (7) Given the reactants [NH2:1][C:2]1[C:7]2[C:8]([C:11]3[CH:16]=[CH:15][C:14]([NH:17][C:18]([C:20]4[N:21]([CH3:29])[C:22]5[C:27]([CH:28]=4)=[CH:26][CH:25]=[CH:24][CH:23]=5)=[O:19])=[C:13]([O:30][CH3:31])[CH:12]=3)=[CH:9][S:10][C:6]=2[C:5]([C:32]2[O:33][C:34]([CH:37]=[O:38])=[CH:35][CH:36]=2)=[CH:4][N:3]=1.[BH4-].[Na+], predict the reaction product. The product is: [NH2:1][C:2]1[C:7]2[C:8]([C:11]3[CH:16]=[CH:15][C:14]([NH:17][C:18]([C:20]4[N:21]([CH3:29])[C:22]5[C:27]([CH:28]=4)=[CH:26][CH:25]=[CH:24][CH:23]=5)=[O:19])=[C:13]([O:30][CH3:31])[CH:12]=3)=[CH:9][S:10][C:6]=2[C:5]([C:32]2[O:33][C:34]([CH2:37][OH:38])=[CH:35][CH:36]=2)=[CH:4][N:3]=1.